From a dataset of Forward reaction prediction with 1.9M reactions from USPTO patents (1976-2016). Predict the product of the given reaction. (1) Given the reactants [NH2:1][C:2]1[CH:7]=[CH:6][C:5]([CH:8]([CH3:16])[C:9]([O:11][C:12]([CH3:15])([CH3:14])[CH3:13])=[O:10])=[CH:4][CH:3]=1.[Br:17]N1C(=O)CCC1=O.O, predict the reaction product. The product is: [NH2:1][C:2]1[CH:3]=[CH:4][C:5]([CH:8]([CH3:16])[C:9]([O:11][C:12]([CH3:15])([CH3:14])[CH3:13])=[O:10])=[CH:6][C:7]=1[Br:17]. (2) The product is: [Cl:28][C:29]1[CH:30]=[C:31]([C@@H:39]([CH2:43][CH:44]2[CH2:48][CH2:47][CH2:46][CH2:45]2)[C:40]([NH:60][C:57]2[CH:56]=[N:55][C:54]([C:51]3[CH:52]=[CH:53][O:49][CH:50]=3)=[CH:59][N:58]=2)=[O:42])[CH:32]=[CH:33][C:34]=1[S:35]([CH3:38])(=[O:36])=[O:37]. Given the reactants C1(P(C2C=CC=CC=2)C2C=CC=CC=2)C=CC=CC=1.BrN1C(=O)CCC1=O.[Cl:28][C:29]1[CH:30]=[C:31]([C@@H:39]([CH2:43][CH:44]2[CH2:48][CH2:47][CH2:46][CH2:45]2)[C:40]([OH:42])=O)[CH:32]=[CH:33][C:34]=1[S:35]([CH3:38])(=[O:37])=[O:36].[O:49]1[CH:53]=[CH:52][C:51]([C:54]2[N:55]=[CH:56][C:57]([NH2:60])=[N:58][CH:59]=2)=[CH:50]1.N1C=CC=CC=1, predict the reaction product. (3) Given the reactants [N+:1]([C:4]1[C:5](O)=[C:6]2[CH2:12][CH2:11][CH2:10][C:7]2=[N:8][CH:9]=1)([O-:3])=[O:2].O=P(Cl)(Cl)[Cl:16], predict the reaction product. The product is: [Cl:16][C:5]1[C:4]([N+:1]([O-:3])=[O:2])=[CH:9][N:8]=[C:7]2[CH2:10][CH2:11][CH2:12][C:6]=12. (4) Given the reactants [C:1]([C:3]1[C:4]([N:19]2[CH2:24][CH2:23][CH:22]([C:25]([O:27][C:28]([CH3:31])([CH3:30])[CH3:29])=[O:26])[CH2:21][CH2:20]2)=[N:5][C:6]([CH2:12][N:13]2[CH2:17][CH2:16][CH2:15][C:14]2=[O:18])=[C:7]([C:9](F)=[O:10])[CH:8]=1)#[N:2].[NH2:32][CH2:33][CH:34]([OH:37])[CH2:35][CH3:36].CCN(C(C)C)C(C)C, predict the reaction product. The product is: [C:1]([C:3]1[C:4]([N:19]2[CH2:24][CH2:23][CH:22]([C:25]([O:27][C:28]([CH3:31])([CH3:30])[CH3:29])=[O:26])[CH2:21][CH2:20]2)=[N:5][C:6]([CH2:12][N:13]2[CH2:17][CH2:16][CH2:15][C:14]2=[O:18])=[C:7]([C:9](=[O:10])[NH:32][CH2:33][CH:34]([OH:37])[CH2:35][CH3:36])[CH:8]=1)#[N:2]. (5) Given the reactants [C:1]1([CH2:7][CH2:8][CH2:9][CH2:10][NH2:11])[CH:6]=[CH:5][CH:4]=[CH:3][CH:2]=1.N1(CCCN[C:22]([C@@H:24]2[CH2:29][CH2:28][CH2:27][CH2:26][N:25]2[S:30](=[O:45])(=[O:44])[NH:31][C:32]2[CH:37]=[C:36]([O:38][CH3:39])[C:35]([O:40][CH3:41])=[C:34]([O:42][CH3:43])[CH:33]=2)=[O:23])CCCCC1, predict the reaction product. The product is: [C:1]1([CH2:7][CH2:8][CH2:9][CH2:10][NH:11][C:22]([C@@H:24]2[CH2:29][CH2:28][CH2:27][CH2:26][N:25]2[S:30](=[O:44])(=[O:45])[NH:31][C:32]2[CH:33]=[C:34]([O:42][CH3:43])[C:35]([O:40][CH3:41])=[C:36]([O:38][CH3:39])[CH:37]=2)=[O:23])[CH:6]=[CH:5][CH:4]=[CH:3][CH:2]=1. (6) Given the reactants Br[C:2]1[CH:3]=[C:4]([NH:9][CH:10]([CH3:12])[CH3:11])[C:5]([Cl:8])=[N:6][CH:7]=1.CC1(C)C(C)(C)OB([C:21]2[CH:33]=[CH:32][C:24]3[N:25]=[C:26]([NH:28][C:29](=[O:31])[CH3:30])[S:27][C:23]=3[CH:22]=2)O1.C(=O)([O-])[O-].[K+].[K+], predict the reaction product. The product is: [Cl:8][C:5]1[N:6]=[CH:7][C:2]([C:21]2[CH:33]=[CH:32][C:24]3[N:25]=[C:26]([NH:28][C:29](=[O:31])[CH3:30])[S:27][C:23]=3[CH:22]=2)=[CH:3][C:4]=1[NH:9][CH:10]([CH3:12])[CH3:11]. (7) Given the reactants [O:1]1[C:5]2=[N:6][CH:7]=[CH:8][CH:9]=[C:4]2[C:3](=O)[CH2:2]1.[O:11]([NH2:13])[CH3:12], predict the reaction product. The product is: [CH3:12][O:11][N:13]=[C:3]1[C:4]2[C:5](=[N:6][CH:7]=[CH:8][CH:9]=2)[O:1][CH2:2]1. (8) The product is: [CH:1]1[C:6]([C:7]#[N:8])=[CH:5][C:4]2[C:9]([CH2:12][CH2:13][CH2:14][CH2:15][N:16]3[CH2:17][CH2:18][N:19]([C:22]4[CH:23]=[CH:24][C:25]5[O:30][C:29]([C:31]([NH2:33])=[O:32])=[CH:28][C:26]=5[CH:27]=4)[CH2:20][CH2:21]3)=[CH:10][NH:11][C:3]=2[CH:2]=1. Given the reactants [CH:1]1[C:6]([C:7]#[N:8])=[CH:5][C:4]2[C:9]([CH2:12][CH2:13][CH2:14][CH2:15][N:16]3[CH2:21][CH2:20][N:19]([C:22]4[CH:23]=[CH:24][C:25]5[O:30][C:29]([C:31]([NH2:33])=[O:32])=[CH:28][C:26]=5[CH:27]=4)[CH2:18][CH2:17]3)=[CH:10][NH:11][C:3]=2[CH:2]=1.Cl.Cl.N1(C2C=CC3OC(C(OCC)=O)=CC=3C=2)CCNCC1.ClCCCCC1C2C(=CC=C(C#N)C=2)NC=1.C(=O)([O-])[O-].[K+].[K+].C(C1C=C2C(=CC=1)NC=C2CCCCN1CCN(C2C=CC3OC(C(OCC)=O)=CC=3C=2)CC1)#N.N.[I-].C[N+]1C=CC=CC=1Cl.C(N(C(C)C)C(C)C)C, predict the reaction product.